This data is from Reaction yield outcomes from USPTO patents with 853,638 reactions. The task is: Predict the reaction yield, written as a fraction of the theoretical maximum amount of product (1.0 means a 100% yield; for example, 0.34 means a 34% yield). The reactants are Cl[C:2]1[CH:7]=[C:6]2[CH2:8][O:9][C:10]3[CH:37]=[C:36]4[C:13]([CH2:14][CH2:15][C:16]5[N:20]=[C:19]([C@@H:21]6[CH2:25][C@H:24]([CH2:26][O:27][CH3:28])[CH2:23][N:22]6[C:29]([O:31][C:32]([CH3:35])([CH3:34])[CH3:33])=[O:30])[NH:18][C:17]=54)=[CH:12][C:11]=3[C:5]2=[CH:4][CH:3]=1.[B:38]1([B:38]2[O:42][C:41]([CH3:44])([CH3:43])[C:40]([CH3:46])([CH3:45])[O:39]2)[O:42][C:41]([CH3:44])([CH3:43])[C:40]([CH3:46])([CH3:45])[O:39]1.C([O-])(=O)C.[K+].C1(P(C2CCCCC2)C2C=CC=CC=2C2C(CCC)=CC(CCC)=CC=2CCC)CCCCC1. The catalyst is O1CCOCC1.C(OCC)(=O)C. The product is [CH3:28][O:27][CH2:26][C@@H:24]1[CH2:23][N:22]([C:29]([O:31][C:32]([CH3:33])([CH3:35])[CH3:34])=[O:30])[C@H:21]([C:19]2[NH:18][C:17]3[C:36]4[C:13]([CH2:14][CH2:15][C:16]=3[N:20]=2)=[CH:12][C:11]2[C:5]3[C:6]([CH2:8][O:9][C:10]=2[CH:37]=4)=[CH:7][C:2]([B:38]2[O:42][C:41]([CH3:44])([CH3:43])[C:40]([CH3:46])([CH3:45])[O:39]2)=[CH:3][CH:4]=3)[CH2:25]1. The yield is 0.700.